From a dataset of Reaction yield outcomes from USPTO patents with 853,638 reactions. Predict the reaction yield, written as a fraction of the theoretical maximum amount of product (1.0 means a 100% yield; for example, 0.34 means a 34% yield). (1) The reactants are [C:1]([O:5][C:6]([N:8]1[CH2:13][CH2:12][C@@H:11]([N:14]=[N+:15]=[N-:16])[C@H:10]([OH:17])[CH2:9]1)=[O:7])([CH3:4])([CH3:3])[CH3:2].I[CH3:19].[H-].[Na+]. The catalyst is C1COCC1. The product is [N:14]([C@@H:11]1[CH2:12][CH2:13][N:8]([C:6]([O:5][C:1]([CH3:4])([CH3:2])[CH3:3])=[O:7])[CH2:9][C@H:10]1[O:17][CH3:19])=[N+:15]=[N-:16]. The yield is 0.920. (2) The reactants are [CH3:1][O:2][C:3]1[C:13]2[CH2:12][CH2:11][CH2:10][C:9](=[O:14])[NH:8][C:7]=2[CH:6]=[CH:5][CH:4]=1.[H-].[Na+].I[CH3:18]. The catalyst is CN(C=O)C. The product is [CH3:1][O:2][C:3]1[C:13]2[CH2:12][CH2:11][CH2:10][C:9](=[O:14])[N:8]([CH3:18])[C:7]=2[CH:6]=[CH:5][CH:4]=1. The yield is 1.00. (3) The reactants are [CH2:1]([O:5][C:6]1[CH:11]=[CH:10][C:9]([CH2:12][C@H:13]([NH:18][C:19]([C@H:21]([C@@:39]([OH:48])([CH2:43][CH2:44][C:45]([O-:47])=[O:46])[C:40]([O-:42])=[O:41])/[CH:22]=[CH:23]/[CH2:24][CH2:25][CH2:26][CH2:27][CH2:28][CH2:29][C:30](=[O:38])[CH2:31][CH2:32][CH2:33][CH2:34][CH2:35][CH2:36][CH3:37])=[O:20])[C:14]([O:16]C)=[O:15])=[CH:8][CH:7]=1)[C:2]#[C:3][CH3:4].C(#N)C.C(N(CC)CC)C.[Br-].[Li+]. The catalyst is O. The product is [CH2:1]([O:5][C:6]1[CH:11]=[CH:10][C:9]([CH2:12][C@H:13]([NH:18][C:19]([C@H:21]([C@@:39]([OH:48])([CH2:43][CH2:44][C:45]([OH:47])=[O:46])[C:40]([OH:42])=[O:41])/[CH:22]=[CH:23]/[CH2:24][CH2:25][CH2:26][CH2:27][CH2:28][CH2:29][C:30](=[O:38])[CH2:31][CH2:32][CH2:33][CH2:34][CH2:35][CH2:36][CH3:37])=[O:20])[C:14]([OH:16])=[O:15])=[CH:8][CH:7]=1)[C:2]#[C:3][CH3:4]. The yield is 0.560.